This data is from Full USPTO retrosynthesis dataset with 1.9M reactions from patents (1976-2016). The task is: Predict the reactants needed to synthesize the given product. (1) Given the product [CH:2]([C:3]1([C:5]2[CH:10]=[CH:9][CH:8]=[CH:7][CH:6]=2)[NH:24][C:21](=[O:23])[NH:13][C:15]1=[O:18])([CH3:11])[CH3:1], predict the reactants needed to synthesize it. The reactants are: [CH3:1][CH:2]([CH3:11])[C:3]([C:5]1[CH:10]=[CH:9][CH:8]=[CH:7][CH:6]=1)=O.[C-]#[N:13].[K+].[C:15](=[O:18])([O-])[O-].[NH4+].[NH4+].[C:21]([NH2:24])(=[O:23])C.Cl. (2) Given the product [CH2:1]([O:8][C:9]1[CH:14]=[CH:13][C:12]([C:15]2[NH:24][C:18]3=[N:19][C:20]([C:33]4[CH2:38][CH2:37][N:36]([C:39]([O:41][C:42]([CH3:45])([CH3:44])[CH3:43])=[O:40])[CH2:35][CH:34]=4)=[CH:21][CH:22]=[C:17]3[N:16]=2)=[CH:11][CH:10]=1)[C:2]1[CH:7]=[CH:6][CH:5]=[CH:4][CH:3]=1, predict the reactants needed to synthesize it. The reactants are: [CH2:1]([O:8][C:9]1[CH:14]=[CH:13][C:12]([C:15]2[NH:24][C:18]3=[N:19][C:20](Cl)=[CH:21][CH:22]=[C:17]3[N:16]=2)=[CH:11][CH:10]=1)[C:2]1[CH:7]=[CH:6][CH:5]=[CH:4][CH:3]=1.CC1(C)C(C)(C)OB([C:33]2[CH2:38][CH2:37][N:36]([C:39]([O:41][C:42]([CH3:45])([CH3:44])[CH3:43])=[O:40])[CH2:35][CH:34]=2)O1.CN(C=O)C.C([O-])([O-])=O.[Na+].[Na+]. (3) Given the product [CH:19]1([C@H:4]2[C@H:3]([CH3:22])[C@@H:2]([NH:1][C:53]3[N:58]=[C:57]([CH3:59])[CH:56]=[CH:55][N:54]=3)[C:11]3[C:6](=[CH:7][CH:8]=[C:9]([C:12]#[N:13])[CH:10]=3)[N:5]2[C:14](=[O:18])[CH:15]([CH3:17])[CH3:16])[CH2:21][CH2:20]1, predict the reactants needed to synthesize it. The reactants are: [NH2:1][C@H:2]1[C:11]2[C:6](=[CH:7][CH:8]=[C:9]([C:12]#[N:13])[CH:10]=2)[N:5]([C:14](=[O:18])[CH:15]([CH3:17])[CH3:16])[C@@H:4]([CH:19]2[CH2:21][CH2:20]2)[C@@H:3]1[CH3:22].C1OCCOCCOCCOCCOCCOC1.[F-].[K+].CCN(C(C)C)C(C)C.Cl[C:53]1[N:58]=[C:57]([CH3:59])[CH:56]=[CH:55][N:54]=1. (4) Given the product [C:1]([NH:4][C:5]1[CH:10]=[C:9]([C:11]2[CH:16]=[CH:15][C:14]([I:33])=[C:13]([F:26])[C:12]=2[CH3:27])[N:8]=[C:7]([C:28]([O:30][CH3:31])=[O:29])[C:6]=1[Cl:32])(=[O:3])[CH3:2], predict the reactants needed to synthesize it. The reactants are: [C:1]([NH:4][C:5]1[CH:10]=[C:9]([C:11]2[CH:16]=[CH:15][C:14]([Si](C)(C)C3C=CC=CC=3)=[C:13]([F:26])[C:12]=2[CH3:27])[N:8]=[C:7]([C:28]([O:30][CH3:31])=[O:29])[C:6]=1[Cl:32])(=[O:3])[CH3:2].[I:33]Cl. (5) Given the product [ClH:37].[F:34][C:29]1[CH:30]=[CH:31][CH:32]=[CH:33][C:28]=1[C:27]1[CH:26]=[C:25]2[C:16]([N:17]3[C:22]([CH2:23][O:24]2)=[N:21][NH:20][C:19](=[O:35])[CH:18]3[CH3:36])=[CH:15][C:14]=1[N:11]1[CH2:10][CH2:9][NH:8][CH2:13][CH2:12]1, predict the reactants needed to synthesize it. The reactants are: C(OC([N:8]1[CH2:13][CH2:12][N:11]([C:14]2[CH:15]=[C:16]3[C:25](=[CH:26][C:27]=2[C:28]2[CH:33]=[CH:32][CH:31]=[CH:30][C:29]=2[F:34])[O:24][CH2:23][C:22]2[N:17]3[CH:18]([CH3:36])[C:19](=[O:35])[NH:20][N:21]=2)[CH2:10][CH2:9]1)=O)(C)(C)C.[ClH:37]. (6) Given the product [Cl:1][C:2]1[CH:3]=[C:4]2[C:8](=[CH:9][CH:10]=1)[NH:7][C:6]([CH3:11])=[C:5]2[CH2:12][C:13]([C:17]1[CH:25]=[CH:24][CH:23]=[CH:22][C:18]=1[C:19]([OH:21])=[O:20])=[O:15], predict the reactants needed to synthesize it. The reactants are: [Cl:1][C:2]1[CH:3]=[C:4]2[C:8](=[CH:9][CH:10]=1)[NH:7][C:6]([CH3:11])=[C:5]2[CH2:12][C:13]([OH:15])=O.C1(=O)[O:21][C:19](=[O:20])[C:18]2=[CH:22][CH:23]=[CH:24][CH:25]=[C:17]12.C([O-])(=O)C.[Na+]. (7) Given the product [Cl:1][C:2]1[CH:3]=[CH:4][C:5]([O:15][CH3:16])=[C:6]([C:8]2[N:12]([CH3:13])[N:11]=[CH:10][C:9]=2[NH:14][C:26]([C:19]2[CH:18]=[N:17][N:21]3[CH:22]=[CH:23][CH:24]=[N:25][C:20]=23)=[O:27])[CH:7]=1, predict the reactants needed to synthesize it. The reactants are: [Cl:1][C:2]1[CH:3]=[CH:4][C:5]([O:15][CH3:16])=[C:6]([C:8]2[N:12]([CH3:13])[N:11]=[CH:10][C:9]=2[NH2:14])[CH:7]=1.[N:17]1[N:21]2[CH:22]=[CH:23][CH:24]=[N:25][C:20]2=[C:19]([C:26](O)=[O:27])[CH:18]=1.F[P-](F)(F)(F)(F)F.N1(O[P+](N2CCCC2)(N2CCCC2)N2CCCC2)C2N=CC=CC=2N=N1.C(N(CC)C(C)C)(C)C. (8) Given the product [CH3:4][O:5][C:6]1[N:11]=[CH:10][C:9]([N:12]2[C:16]([C:17]3[N:18]=[N:19][CH:20]=[CH:21][CH:22]=3)=[CH:15][C:14]([C:23]([O-:25])=[O:24])=[N:13]2)=[CH:8][CH:7]=1.[Li+:3], predict the reactants needed to synthesize it. The reactants are: O.[OH-].[Li+:3].[CH3:4][O:5][C:6]1[N:11]=[CH:10][C:9]([N:12]2[C:16]([C:17]3[N:18]=[N:19][CH:20]=[CH:21][CH:22]=3)=[CH:15][C:14]([C:23]([O:25]C)=[O:24])=[N:13]2)=[CH:8][CH:7]=1. (9) Given the product [CH:5]([N:18]1[CH2:17][CH2:22][N:21]([C:11]([C:8]2[CH:7]=[N:6][C:5]([CH2:3][N:6]3[CH2:27][CH2:26][CH2:11][CH2:8][CH2:7]3)=[CH:10][N:9]=2)=[O:12])[CH2:20][CH2:19]1)([CH3:10])[CH3:3], predict the reactants needed to synthesize it. The reactants are: CO[C:3]([C:5]1[CH:10]=[N:9][C:8]([CH:11]=[O:12])=[CH:7][N:6]=1)=O.COC([C:17]1[CH:22]=[N:21][C:20](C(Br)Br)=[CH:19][N:18]=1)=O.[CH2:26](O)[CH3:27]. (10) Given the product [C:22]([O:21][C:19]([N:10]1[CH2:11][CH:12]2[CH:7]([CH2:6][C:5]3[CH:1]=[CH:2][S:3][C:4]=32)[CH2:8][CH2:9]1)=[O:20])([CH3:25])([CH3:24])[CH3:23], predict the reactants needed to synthesize it. The reactants are: [CH:1]1[C:5]2[CH2:6][CH:7]3[CH:12]([C:4]=2[S:3][CH:2]=1)[CH2:11][NH:10][CH2:9][CH2:8]3.O.C([O-])(O)=O.[Na+].[C:19](O[C:19]([O:21][C:22]([CH3:25])([CH3:24])[CH3:23])=[O:20])([O:21][C:22]([CH3:25])([CH3:24])[CH3:23])=[O:20].